The task is: Predict the product of the given reaction.. This data is from Forward reaction prediction with 1.9M reactions from USPTO patents (1976-2016). (1) Given the reactants [CH3:1][O:2][C:3]1[CH:8]=[CH:7][C:6]([C:9]2[N:14]=[C:13]([CH2:15][C:16]([O-])=[O:17])[C:12]([CH3:19])=[CH:11][CH:10]=2)=[CH:5][CH:4]=1.[Li+].[BH4-], predict the reaction product. The product is: [CH3:1][O:2][C:3]1[CH:8]=[CH:7][C:6]([C:9]2[N:14]=[C:13]([CH2:15][CH2:16][OH:17])[C:12]([CH3:19])=[CH:11][CH:10]=2)=[CH:5][CH:4]=1. (2) Given the reactants [Br:1][C:2]1[CH:10]=[CH:9][C:5]([C:6](O)=[O:7])=[C:4]([F:11])[CH:3]=1.O[N:13]1C2C=CC=CC=2N=[N:14]1.Cl.CN(C)CCCN=C=NCC.O.NN, predict the reaction product. The product is: [Br:1][C:2]1[CH:10]=[CH:9][C:5]([C:6]([NH:13][NH2:14])=[O:7])=[C:4]([F:11])[CH:3]=1.